This data is from NCI-60 drug combinations with 297,098 pairs across 59 cell lines. The task is: Regression. Given two drug SMILES strings and cell line genomic features, predict the synergy score measuring deviation from expected non-interaction effect. Drug 1: CC1=C2C(C(=O)C3(C(CC4C(C3C(C(C2(C)C)(CC1OC(=O)C(C(C5=CC=CC=C5)NC(=O)OC(C)(C)C)O)O)OC(=O)C6=CC=CC=C6)(CO4)OC(=O)C)OC)C)OC. Drug 2: N.N.Cl[Pt+2]Cl. Cell line: HL-60(TB). Synergy scores: CSS=80.5, Synergy_ZIP=17.2, Synergy_Bliss=18.7, Synergy_Loewe=-29.1, Synergy_HSA=17.3.